From a dataset of NCI-60 drug combinations with 297,098 pairs across 59 cell lines. Regression. Given two drug SMILES strings and cell line genomic features, predict the synergy score measuring deviation from expected non-interaction effect. (1) Drug 1: CNC(=O)C1=NC=CC(=C1)OC2=CC=C(C=C2)NC(=O)NC3=CC(=C(C=C3)Cl)C(F)(F)F. Drug 2: C(CN)CNCCSP(=O)(O)O. Cell line: HCC-2998. Synergy scores: CSS=10.4, Synergy_ZIP=-2.16, Synergy_Bliss=-2.72, Synergy_Loewe=9.24, Synergy_HSA=-1.50. (2) Drug 1: CC1C(C(=O)NC(C(=O)N2CCCC2C(=O)N(CC(=O)N(C(C(=O)O1)C(C)C)C)C)C(C)C)NC(=O)C3=C4C(=C(C=C3)C)OC5=C(C(=O)C(=C(C5=N4)C(=O)NC6C(OC(=O)C(N(C(=O)CN(C(=O)C7CCCN7C(=O)C(NC6=O)C(C)C)C)C)C(C)C)C)N)C. Drug 2: CN(C(=O)NC(C=O)C(C(C(CO)O)O)O)N=O. Cell line: HT29. Synergy scores: CSS=43.1, Synergy_ZIP=-2.42, Synergy_Bliss=-5.84, Synergy_Loewe=-76.2, Synergy_HSA=-6.23. (3) Drug 1: CS(=O)(=O)CCNCC1=CC=C(O1)C2=CC3=C(C=C2)N=CN=C3NC4=CC(=C(C=C4)OCC5=CC(=CC=C5)F)Cl. Drug 2: CC1=C(N=C(N=C1N)C(CC(=O)N)NCC(C(=O)N)N)C(=O)NC(C(C2=CN=CN2)OC3C(C(C(C(O3)CO)O)O)OC4C(C(C(C(O4)CO)O)OC(=O)N)O)C(=O)NC(C)C(C(C)C(=O)NC(C(C)O)C(=O)NCCC5=NC(=CS5)C6=NC(=CS6)C(=O)NCCC[S+](C)C)O. Cell line: NCI/ADR-RES. Synergy scores: CSS=35.2, Synergy_ZIP=-0.0290, Synergy_Bliss=-0.787, Synergy_Loewe=-23.2, Synergy_HSA=-1.56. (4) Drug 1: CC1=C(C=C(C=C1)NC2=NC=CC(=N2)N(C)C3=CC4=NN(C(=C4C=C3)C)C)S(=O)(=O)N.Cl. Drug 2: C1C(C(OC1N2C=NC3=C(N=C(N=C32)Cl)N)CO)O. Cell line: NCI-H522. Synergy scores: CSS=6.65, Synergy_ZIP=-1.86, Synergy_Bliss=-0.650, Synergy_Loewe=-6.65, Synergy_HSA=-0.875. (5) Drug 1: CN(C)N=NC1=C(NC=N1)C(=O)N. Drug 2: C(CN)CNCCSP(=O)(O)O. Cell line: SNB-75. Synergy scores: CSS=1.64, Synergy_ZIP=1.72, Synergy_Bliss=2.77, Synergy_Loewe=-0.972, Synergy_HSA=-0.527. (6) Drug 1: CCCCC(=O)OCC(=O)C1(CC(C2=C(C1)C(=C3C(=C2O)C(=O)C4=C(C3=O)C=CC=C4OC)O)OC5CC(C(C(O5)C)O)NC(=O)C(F)(F)F)O. Drug 2: C#CCC(CC1=CN=C2C(=N1)C(=NC(=N2)N)N)C3=CC=C(C=C3)C(=O)NC(CCC(=O)O)C(=O)O. Cell line: MDA-MB-435. Synergy scores: CSS=22.2, Synergy_ZIP=-0.0270, Synergy_Bliss=11.2, Synergy_Loewe=6.45, Synergy_HSA=6.79.